This data is from Forward reaction prediction with 1.9M reactions from USPTO patents (1976-2016). The task is: Predict the product of the given reaction. Given the reactants [NH2:1][C:2]1[CH:7]=[CH:6][C:5]([OH:8])=[CH:4][C:3]=1[Cl:9].[H-].[Na+].[CH3:12][O:13][NH:14][C:15]([C:17]1[CH:18]=[C:19]2[C:24](=[CH:25][C:26]=1[O:27][CH2:28][C:29]1[CH:34]=[CH:33][CH:32]=[CH:31][CH:30]=1)[N:23]=[CH:22][CH:21]=[C:20]2Cl)=[O:16].O, predict the reaction product. The product is: [CH3:12][O:13][NH:14][C:15]([C:17]1[CH:18]=[C:19]2[C:24](=[CH:25][C:26]=1[O:27][CH2:28][C:29]1[CH:34]=[CH:33][CH:32]=[CH:31][CH:30]=1)[N:23]=[CH:22][CH:21]=[C:20]2[O:8][C:5]1[CH:6]=[CH:7][C:2]([NH2:1])=[C:3]([Cl:9])[CH:4]=1)=[O:16].